This data is from Full USPTO retrosynthesis dataset with 1.9M reactions from patents (1976-2016). The task is: Predict the reactants needed to synthesize the given product. (1) The reactants are: [CH:1]1([CH2:6][CH:7]([C:11]2[CH:16]=[CH:15][C:14]([S:17]([CH3:20])(=[O:19])=[O:18])=[CH:13][CH:12]=2)[C:8]([OH:10])=O)[CH2:5][CH2:4][CH2:3][CH2:2]1.F[P-](F)(F)(F)(F)F.N1(O[P+](N(C)C)(N(C)C)N(C)C)C2C=CC=CC=2N=N1.C(N(CC)CC)C.[NH2:55][C:56]1[S:57][C:58]2[CH:64]=[CH:63][CH:62]=[CH:61][C:59]=2[N:60]=1. Given the product [S:57]1[C:58]2[CH:64]=[CH:63][CH:62]=[CH:61][C:59]=2[N:60]=[C:56]1[NH:55][C:8](=[O:10])[CH:7]([C:11]1[CH:16]=[CH:15][C:14]([S:17]([CH3:20])(=[O:19])=[O:18])=[CH:13][CH:12]=1)[CH2:6][CH:1]1[CH2:2][CH2:3][CH2:4][CH2:5]1, predict the reactants needed to synthesize it. (2) Given the product [CH2:3]([O:5][C:6](=[O:16])[CH:7]=[C:26]([CH3:27])[CH2:25][C:20]1[CH:21]=[CH:22][CH:23]=[CH:24][C:19]=1[O:18][CH3:17])[CH3:4], predict the reactants needed to synthesize it. The reactants are: [H-].[Na+].[CH2:3]([O:5][C:6](=[O:16])[CH2:7]P(OCC)(OCC)=O)[CH3:4].[CH3:17][O:18][C:19]1[CH:24]=[CH:23][CH:22]=[CH:21][C:20]=1[CH2:25][C:26](=O)[CH3:27]. (3) The reactants are: [NH2:1][C:2]1[CH:3]=[C:4]([CH:8]=[CH:9][C:10]=1[Cl:11])[C:5]([OH:7])=[O:6].S(Cl)(Cl)=O.[CH3:16]O. Given the product [CH3:16][O:6][C:5](=[O:7])[C:4]1[CH:8]=[CH:9][C:10]([Cl:11])=[C:2]([NH2:1])[CH:3]=1, predict the reactants needed to synthesize it. (4) Given the product [Cl:1][C:2]1[CH:3]=[C:4]([CH2:5][OH:6])[CH:10]=[C:11]([CH3:13])[N:12]=1, predict the reactants needed to synthesize it. The reactants are: [Cl:1][C:2]1[CH:3]=[C:4]([CH:10]=[C:11]([CH3:13])[N:12]=1)[C:5](OCC)=[O:6].[BH4-].[Na+].CO. (5) Given the product [CH2:1]([O:8][C@H:9]([C:13]([CH3:33])([CH3:32])[CH2:14][O:15][S:16]([CH2:19][CH2:20][CH2:21][S:22]([O:25][C:26]1[CH:27]=[CH:28][CH:29]=[CH:30][CH:31]=1)(=[O:23])=[O:24])(=[O:17])=[O:18])[C:10]([O:12][CH2:34][CH3:35])=[O:11])[C:2]1[CH:7]=[CH:6][CH:5]=[CH:4][CH:3]=1, predict the reactants needed to synthesize it. The reactants are: [CH2:1]([O:8][C@H:9]([C:13]([CH3:33])([CH3:32])[CH2:14][O:15][S:16]([CH2:19][CH2:20][CH2:21][S:22]([O:25][C:26]1[CH:31]=[CH:30][CH:29]=[CH:28][CH:27]=1)(=[O:24])=[O:23])(=[O:18])=[O:17])[C:10]([OH:12])=[O:11])[C:2]1[CH:7]=[CH:6][CH:5]=[CH:4][CH:3]=1.[C:34](Cl)(=O)[C:35](Cl)=O.CN(C)C=O. (6) Given the product [F:10][C:11]1[CH:12]=[C:13]([C:18]2[CH:23]=[CH:22][C:21]([C:24]([NH:61][C@H:62]([C:69]([O:71][CH2:72][C:73]3[CH:74]=[CH:75][CH:76]=[CH:77][CH:78]=3)=[O:70])[CH2:63][C:64]([O:66][CH2:67][CH3:68])=[O:65])=[O:26])=[C:20]([N+:27]([O-:29])=[O:28])[CH:19]=2)[CH:14]=[CH:15][C:16]=1[F:17], predict the reactants needed to synthesize it. The reactants are: C(N(CC)C(C)C)(C)C.[F:10][C:11]1[CH:12]=[C:13]([C:18]2[CH:23]=[CH:22][C:21]([C:24]([OH:26])=O)=[C:20]([N+:27]([O-:29])=[O:28])[CH:19]=2)[CH:14]=[CH:15][C:16]=1[F:17].CN(C(ON1N=NC2C=CC=NC1=2)=[N+](C)C)C.F[P-](F)(F)(F)(F)F.FC(F)(F)C(O)=O.[NH2:61][C@H:62]([C:69]([O:71][CH2:72][C:73]1[CH:78]=[CH:77][CH:76]=[CH:75][CH:74]=1)=[O:70])[CH2:63][C:64]([O:66][CH2:67][CH3:68])=[O:65].C([O-])(O)=O.[Na+]. (7) Given the product [Cl:29][C:23]1[CH:24]=[C:25]([Cl:28])[CH:26]=[CH:27][C:22]=1[CH2:21][N:11]1[C:12]([CH2:14][CH2:15][C:16]([O:18][CH2:19][CH3:20])=[O:17])=[CH:13][C:9]([O:8][CH2:7][C:6]([OH:30])=[O:5])=[N:10]1, predict the reactants needed to synthesize it. The reactants are: C([O:5][C:6](=[O:30])[CH2:7][O:8][C:9]1[CH:13]=[C:12]([CH2:14][CH2:15][C:16]([O:18][CH2:19][CH3:20])=[O:17])[N:11]([CH2:21][C:22]2[CH:27]=[CH:26][C:25]([Cl:28])=[CH:24][C:23]=2[Cl:29])[N:10]=1)(C)(C)C.